From a dataset of Forward reaction prediction with 1.9M reactions from USPTO patents (1976-2016). Predict the product of the given reaction. The product is: [C:1]([O:5][C:6](=[O:35])[NH:7][C@H:8]([C@@H:9]1[O:24][C:50](=[O:51])[N:11]([C:12]2([C:15]3[CH:20]=[CH:19][CH:18]=[C:17]([CH:21]([CH3:22])[CH3:23])[CH:16]=3)[CH2:13][CH2:14]2)[CH2:10]1)[CH2:25][C:26]1[CH:27]=[CH:28][C:29]([N+:32]([O-:34])=[O:33])=[CH:30][CH:31]=1)([CH3:3])([CH3:4])[CH3:2]. Given the reactants [C:1]([O:5][C:6](=[O:35])[NH:7][C@@H:8]([CH2:25][C:26]1[CH:31]=[CH:30][C:29]([N+:32]([O-:34])=[O:33])=[CH:28][CH:27]=1)[C@H:9]([OH:24])[CH2:10][NH:11][C:12]1([C:15]2[CH:20]=[CH:19][CH:18]=[C:17]([CH:21]([CH3:23])[CH3:22])[CH:16]=2)[CH2:14][CH2:13]1)([CH3:4])([CH3:3])[CH3:2].CCN(C(C)C)C(C)C.C1N=CN([C:50](N2C=NC=C2)=[O:51])C=1, predict the reaction product.